From a dataset of Peptide-MHC class I binding affinity with 185,985 pairs from IEDB/IMGT. Regression. Given a peptide amino acid sequence and an MHC pseudo amino acid sequence, predict their binding affinity value. This is MHC class I binding data. (1) The peptide sequence is AENLWVTVG. The MHC is Mamu-A11 with pseudo-sequence Mamu-A11. The binding affinity (normalized) is 0.215. (2) The peptide sequence is AVSFRNLAY. The MHC is HLA-B14:02 with pseudo-sequence HLA-B14:02. The binding affinity (normalized) is 0.213.